From a dataset of Forward reaction prediction with 1.9M reactions from USPTO patents (1976-2016). Predict the product of the given reaction. (1) Given the reactants [CH3:1][C@@H:2]([O:6][C:7]1[N:15]=[C:14]2[C:10]([N:11]=[C:12]([O:24]C)[N:13]2[CH2:16][CH2:17][CH2:18][CH:19]2[CH2:23][CH2:22][O:21][CH2:20]2)=[C:9]([NH2:26])[N:8]=1)[CH2:3][CH2:4][CH3:5].Cl.O1CCOCC1, predict the reaction product. The product is: [NH2:26][C:9]1[N:8]=[C:7]([O:6][C@H:2]([CH3:1])[CH2:3][CH2:4][CH3:5])[N:15]=[C:14]2[C:10]=1[NH:11][C:12](=[O:24])[N:13]2[CH2:16][CH2:17][CH2:18][CH:19]1[CH2:23][CH2:22][O:21][CH2:20]1. (2) Given the reactants [CH3:1][N:2]1[C:7](=[O:8])[C:6]([NH:9][C:10]2[CH:15]=[CH:14][C:13]([N:16]3[CH2:21][CH2:20][N:19]([CH3:22])[CH2:18][CH2:17]3)=[CH:12][N:11]=2)=[CH:5][C:4]([C:23]2[CH:33]=[CH:32][CH:31]=[C:30]([N:34]3[CH2:46][CH2:45][N:37]4[C:38]5[CH2:39][CH2:40][CH2:41][CH2:42][C:43]=5[CH:44]=[C:36]4[C:35]3=[O:47])[C:24]=2[CH2:25][O:26]C(=O)C)=[CH:3]1.O[Li].O.C1COCC1.C(O)(C)C, predict the reaction product. The product is: [OH:26][CH2:25][C:24]1[C:23]([C:4]2[CH:5]=[C:6]([NH:9][C:10]3[CH:15]=[CH:14][C:13]([N:16]4[CH2:21][CH2:20][N:19]([CH3:22])[CH2:18][CH2:17]4)=[CH:12][N:11]=3)[C:7](=[O:8])[N:2]([CH3:1])[CH:3]=2)=[CH:33][CH:32]=[CH:31][C:30]=1[N:34]1[CH2:46][CH2:45][N:37]2[C:38]3[CH2:39][CH2:40][CH2:41][CH2:42][C:43]=3[CH:44]=[C:36]2[C:35]1=[O:47]. (3) Given the reactants [CH3:1][C:2]1[N:7]=[C:6]([OH:8])[CH:5]=[CH:4][CH:3]=1.[CH3:9]I, predict the reaction product. The product is: [CH3:1][C:2]1[CH:3]=[CH:4][CH:5]=[C:6]([O:8][CH3:9])[N:7]=1. (4) Given the reactants [Br:1][C:2]1[CH:3]=[C:4]([CH:7]=[C:8](Br)[C:9]=1[OH:10])[C:5]#[N:6].C(O)(=O)C.[N:16]([O-:18])=[O:17].[Na+].O, predict the reaction product. The product is: [Br:1][C:2]1[CH:3]=[C:4]([CH:7]=[C:8]([N+:16]([O-:18])=[O:17])[C:9]=1[OH:10])[C:5]#[N:6]. (5) Given the reactants [Cl:1][C:2]1[CH:10]=[C:9]([C:11]2[CH:16]=[CH:15][CH:14]=[CH:13][C:12]=2[CH3:17])[C:5]([C:6](O)=[O:7])=[CH:4][N:3]=1.S(Cl)(Cl)=O.[OH-].[NH4+:23].O, predict the reaction product. The product is: [Cl:1][C:2]1[CH:10]=[C:9]([C:11]2[CH:16]=[CH:15][CH:14]=[CH:13][C:12]=2[CH3:17])[C:5]([C:6]([NH2:23])=[O:7])=[CH:4][N:3]=1. (6) The product is: [NH2:5][C:6]1[N:15]2[N:16]=[C:17]([CH2:19][CH:20]([CH2:21][OH:22])[CH2:25][OH:26])[N:18]=[C:14]2[C:13]2[C:8](=[C:9]3[O:31][C:30]([F:33])([F:32])[O:29][C:10]3=[CH:11][CH:12]=2)[N:7]=1. Given the reactants [Cl-].[Li+].[BH4-].[Na+].[NH2:5][C:6]1[N:15]2[N:16]=[C:17]([CH2:19][CH:20]([C:25](OC)=[O:26])[C:21](OC)=[O:22])[N:18]=[C:14]2[C:13]2[C:8](=[C:9]3[O:31][C:30]([F:33])([F:32])[O:29][C:10]3=[CH:11][CH:12]=2)[N:7]=1.Cl, predict the reaction product. (7) Given the reactants Cl[C:2]1[CH:11]=[C:10]([C:12]#[N:13])[C:5]([C:6]([O:8][CH3:9])=[O:7])=[C:4]([NH:14][C:15]2[CH:20]=[CH:19][C:18]([F:21])=[C:17]([CH3:22])[CH:16]=2)[N:3]=1.CCN(CC)CC.[NH2:30][C@@H:31]1[CH2:36][CH2:35][CH2:34][CH2:33][C@@H:32]1[NH:37][C:38](=[O:44])[O:39][C:40]([CH3:43])([CH3:42])[CH3:41].O, predict the reaction product. The product is: [C:40]([O:39][C:38]([NH:37][C@H:32]1[CH2:33][CH2:34][CH2:35][CH2:36][C@H:31]1[NH:30][C:2]1[CH:11]=[C:10]([C:12]#[N:13])[C:5]([C:6]([O:8][CH3:9])=[O:7])=[C:4]([NH:14][C:15]2[CH:20]=[CH:19][C:18]([F:21])=[C:17]([CH3:22])[CH:16]=2)[N:3]=1)=[O:44])([CH3:43])([CH3:41])[CH3:42]. (8) Given the reactants Cl.[CH3:2][O:3][C:4]1[CH:5]=[C:6]([C:12]2[C@@H:21]3[C@@H:16]([CH2:17][CH2:18][CH2:19][CH2:20]3)[C:15](=[O:22])[N:14]([CH:23]3[CH2:28][CH2:27][NH:26][CH2:25][CH2:24]3)[N:13]=2)[CH:7]=[CH:8][C:9]=1[O:10][CH3:11].[C:29]([O:33][C:34]([NH:36][C@H:37]([C:45](O)=[O:46])[CH2:38][C:39]1[CH:44]=[CH:43][CH:42]=[CH:41][CH:40]=1)=[O:35])([CH3:32])([CH3:31])[CH3:30].CN(C(ON1N=NC2C=CC=CC1=2)=[N+](C)C)C.F[P-](F)(F)(F)(F)F.CCN(C(C)C)C(C)C, predict the reaction product. The product is: [CH3:2][O:3][C:4]1[CH:5]=[C:6]([C:12]2[C@@H:21]3[C@@H:16]([CH2:17][CH2:18][CH2:19][CH2:20]3)[C:15](=[O:22])[N:14]([CH:23]3[CH2:24][CH2:25][N:26]([C:45](=[O:46])[C@@H:37]([NH:36][C:34](=[O:35])[O:33][C:29]([CH3:30])([CH3:31])[CH3:32])[CH2:38][C:39]4[CH:44]=[CH:43][CH:42]=[CH:41][CH:40]=4)[CH2:27][CH2:28]3)[N:13]=2)[CH:7]=[CH:8][C:9]=1[O:10][CH3:11]. (9) Given the reactants [C:1]([C:5]1[CH:9]=[C:8]([NH:10][C:11]([C@@H:13]2[CH2:17][CH2:16][CH2:15][NH:14]2)=[O:12])[O:7][N:6]=1)([CH3:4])([CH3:3])[CH3:2].Cl.Br[CH2:20][CH:21]1[CH2:26][CH2:25][CH2:24][CH2:23][CH2:22]1.[I-].[K+].C(=O)([O-])[O-].[K+].[K+], predict the reaction product. The product is: [C:1]([C:5]1[CH:9]=[C:8]([NH:10][C:11]([C@@H:13]2[CH2:17][CH2:16][CH2:15][N:14]2[CH2:20][CH:21]2[CH2:26][CH2:25][CH2:24][CH2:23][CH2:22]2)=[O:12])[O:7][N:6]=1)([CH3:4])([CH3:2])[CH3:3]. (10) Given the reactants [Mg].II.Br[CH2:5][CH2:6][CH2:7][CH2:8]Br.[CH3:10][O:11][C:12](=O)[C:13]1[CH:18]=[CH:17][CH:16]=[CH:15][C:14]=1[NH2:19].C1N=CN(C(N2C=NC=C2)=[O:27])C=1, predict the reaction product. The product is: [C:12]12([C:13]3[CH:18]=[CH:17][CH:16]=[CH:15][C:14]=3[NH:19][C:10](=[O:27])[O:11]1)[CH2:8][CH2:7][CH2:6][CH2:5]2.